Task: Predict the reaction yield, written as a fraction of the theoretical maximum amount of product (1.0 means a 100% yield; for example, 0.34 means a 34% yield).. Dataset: Reaction yield outcomes from USPTO patents with 853,638 reactions The reactants are [Br:1][C:2]1[CH:20]=[CH:19][C:5]([O:6][C:7]2[N:14]=[C:13]([NH:15][CH2:16][CH2:17][OH:18])[CH:12]=[CH:11][C:8]=2[C:9]#[N:10])=[CH:4][C:3]=1[CH:21]1[O:25]CCO1.Cl.[CH2:27]1COCC1. No catalyst specified. The product is [Br:1][C:2]1[CH:20]=[CH:19][C:5]([O:6][C:7]2[N:14]=[C:13]([N:15]([CH2:16][CH2:17][OH:18])[CH3:27])[CH:12]=[CH:11][C:8]=2[C:9]#[N:10])=[CH:4][C:3]=1[CH:21]=[O:25]. The yield is 0.550.